From a dataset of Full USPTO retrosynthesis dataset with 1.9M reactions from patents (1976-2016). Predict the reactants needed to synthesize the given product. Given the product [Br:31][C:32]1[N:33]=[C:34]([NH:25][C:19]([C:10]2[CH:9]=[C:8]([C:5]3[CH:4]=[CH:3][C:2]([F:1])=[CH:7][CH:6]=3)[N:12]([CH:13]3[CH2:18][CH2:17][CH2:16][CH2:15][O:14]3)[N:11]=2)=[O:21])[CH:35]=[CH:39][CH:40]=1, predict the reactants needed to synthesize it. The reactants are: [F:1][C:2]1[CH:7]=[CH:6][C:5]([C:8]2[N:12]([CH:13]3[CH2:18][CH2:17][CH2:16][CH2:15][O:14]3)[N:11]=[C:10]([C:19]([OH:21])=O)[CH:9]=2)=[CH:4][CH:3]=1.[I-].ClC1C=CC=C[N+:25]=1C.[Br:31][C:32]1[CH:40]=[CH:39][C:35](C(O)=O)=[CH:34][N:33]=1.